Dataset: Full USPTO retrosynthesis dataset with 1.9M reactions from patents (1976-2016). Task: Predict the reactants needed to synthesize the given product. (1) Given the product [CH2:10]([N:4]1[CH2:5][CH2:6][CH:7]([CH3:8])[NH:1][CH2:2][CH2:3]1)[C:11]1[CH:16]=[CH:15][CH:14]=[CH:13][CH:12]=1, predict the reactants needed to synthesize it. The reactants are: [NH2:1][CH2:2][CH2:3][N:4]([CH2:10][C:11]1[CH:16]=[CH:15][CH:14]=[CH:13][CH:12]=1)[CH2:5][CH2:6][C:7](=O)[CH3:8].N1C(Cl)=NC(Cl)=NC=1Cl.[BH4-].[Na+]. (2) The reactants are: S(Cl)(Cl)=O.[OH:5][C:6]1[CH:7]=[C:8]2[C:13](=[CH:14][CH:15]=1)[N:12]([C:16](=[O:22])[CH2:17][CH2:18][C:19]([OH:21])=[O:20])[CH2:11][CH2:10][CH2:9]2.[CH3:23]O. Given the product [CH3:23][O:20][C:19](=[O:21])[CH2:18][CH2:17][C:16]([N:12]1[C:13]2[C:8](=[CH:7][C:6]([OH:5])=[CH:15][CH:14]=2)[CH2:9][CH2:10][CH2:11]1)=[O:22], predict the reactants needed to synthesize it. (3) Given the product [Br:1][C:2]1[CH:10]=[CH:9][C:5]([C:6]([N:12]2[CH2:15][CH2:14][CH2:13]2)=[O:8])=[C:4]([CH3:11])[CH:3]=1, predict the reactants needed to synthesize it. The reactants are: [Br:1][C:2]1[CH:10]=[CH:9][C:5]([C:6]([OH:8])=O)=[C:4]([CH3:11])[CH:3]=1.[NH:12]1[CH2:15][CH2:14][CH2:13]1. (4) The reactants are: [CH2:1]([N:8]([CH:35]([CH3:37])[CH3:36])[C:9](=[O:34])[CH2:10][N:11]1[C:20](=[O:21])[CH2:19][C:18]2[N:14]([C:15]([C:22]3[CH:27]=[CH:26][CH:25]=[CH:24][CH:23]=3)=[N:16][N:17]=2)[C:13]2[CH:28]=[C:29]([F:33])[C:30]([F:32])=[CH:31][C:12]1=2)[C:2]1[CH:7]=[CH:6][CH:5]=[CH:4][CH:3]=1.[NH:38]1[C:46]2[C:41](=[CH:42][CH:43]=[CH:44][CH:45]=2)[C:40]([CH:47]=O)=[CH:39]1. Given the product [CH2:1]([N:8]([CH:35]([CH3:37])[CH3:36])[C:9](=[O:34])[CH2:10][N:11]1[C:20](=[O:21])[C:19](=[CH:47][C:40]2[C:41]3[C:46](=[CH:45][CH:44]=[CH:43][CH:42]=3)[NH:38][CH:39]=2)[C:18]2[N:14]([C:15]([C:22]3[CH:27]=[CH:26][CH:25]=[CH:24][CH:23]=3)=[N:16][N:17]=2)[C:13]2[CH:28]=[C:29]([F:33])[C:30]([F:32])=[CH:31][C:12]1=2)[C:2]1[CH:3]=[CH:4][CH:5]=[CH:6][CH:7]=1, predict the reactants needed to synthesize it. (5) Given the product [O:1]1[CH2:6][CH2:5][CH2:4][CH2:3][CH:2]1[O:7][CH2:8][CH2:9][C:10]1[N:11]=[CH:12][C:13]([NH:21][C:24](=[O:33])[O:50][CH2:43][C:44]2[CH:49]=[CH:48][CH:47]=[CH:46][CH:45]=2)=[N:14][CH:15]=1, predict the reactants needed to synthesize it. The reactants are: [O:1]1[CH2:6][CH2:5][CH2:4][CH2:3][CH:2]1[O:7][CH2:8][CH2:9][C:10]1[N:11]=[CH:12][C:13](C(O)=O)=[N:14][CH:15]=1.C([N:21]([CH2:24]C)CC)C.C1(P(N=[N+]=[N-])(C2C=CC=CC=2)=[O:33])C=CC=CC=1.[CH2:43]([OH:50])[C:44]1[CH:49]=[CH:48][CH:47]=[CH:46][CH:45]=1.